Dataset: Full USPTO retrosynthesis dataset with 1.9M reactions from patents (1976-2016). Task: Predict the reactants needed to synthesize the given product. (1) Given the product [OH:3][CH:4]1[CH:8]([NH:9][C:10]([CH2:12][N:13]2[C:19](=[O:20])[CH:18]([NH:21][C:22](=[O:29])[C:23]3[CH:28]=[CH:27][CH:26]=[CH:25][CH:24]=3)[CH2:17][S:16](=[O:31])(=[O:30])[CH2:15][CH2:14]2)=[O:11])[CH2:7][C:6](=[O:32])[O:5]1, predict the reactants needed to synthesize it. The reactants are: C([O:3][CH:4]1[CH:8]([NH:9][C:10]([CH2:12][N:13]2[C:19](=[O:20])[CH:18]([NH:21][C:22](=[O:29])[C:23]3[CH:28]=[CH:27][CH:26]=[CH:25][CH:24]=3)[CH2:17][S:16](=[O:31])(=[O:30])[CH2:15][CH2:14]2)=[O:11])[CH2:7][C:6](=[O:32])[O:5]1)C.FC(F)(F)C(O)=O. (2) Given the product [OH:6][NH:5][C:3](=[O:4])[C@:2]([CH3:1])([S:26]([CH3:29])(=[O:28])=[O:27])[CH2:13][CH2:14][N:15]1[CH:19]=[C:18]([C:20]2[CH:25]=[CH:24][CH:23]=[CH:22][CH:21]=2)[CH:17]=[N:16]1, predict the reactants needed to synthesize it. The reactants are: [CH3:1][C@@:2]([S:26]([CH3:29])(=[O:28])=[O:27])([CH2:13][CH2:14][N:15]1[CH:19]=[C:18]([C:20]2[CH:25]=[CH:24][CH:23]=[CH:22][CH:21]=2)[CH:17]=[N:16]1)[C:3]([NH:5][O:6]C1CCCCO1)=[O:4].Cl. (3) Given the product [S:27]([C:24]1[CH:25]=[CH:26][C:21]([CH3:31])=[CH:22][CH:23]=1)([O:13][CH2:1][CH2:2][CH2:3][CH2:4][CH2:5][CH2:6][CH2:7][CH2:8][CH2:9][CH2:10][CH2:11][CH3:12])(=[O:29])=[O:28], predict the reactants needed to synthesize it. The reactants are: [CH2:1]([OH:13])[CH2:2][CH2:3][CH2:4][CH2:5][CH2:6][CH2:7][CH2:8][CH2:9][CH2:10][CH2:11][CH3:12].C(N(CC)CC)C.[C:21]1([CH3:31])[CH:26]=[CH:25][C:24]([S:27](Cl)(=[O:29])=[O:28])=[CH:23][CH:22]=1.